From a dataset of Forward reaction prediction with 1.9M reactions from USPTO patents (1976-2016). Predict the product of the given reaction. (1) Given the reactants [Br:1][C:2]1[CH:10]=[CH:9][CH:8]=[C:7]2[C:3]=1[CH:4]=[CH:5][N:6]2[C:11]1[CH:16]=[CH:15][N:14]=[C:13]([S:17][CH3:18])[N:12]=1.C1C=C(Cl)C=C(C(OO)=[O:27])C=1.CCOC(C)=O.CCCCCC, predict the reaction product. The product is: [Br:1][C:2]1[CH:10]=[CH:9][CH:8]=[C:7]2[C:3]=1[CH:4]=[CH:5][N:6]2[C:11]1[CH:16]=[CH:15][N:14]=[C:13]([S:17]([CH3:18])=[O:27])[N:12]=1. (2) Given the reactants [Cl:1][C:2]1[CH:3]=[CH:4][C:5]([OH:15])=[C:6]([C:8](=[O:14])[CH2:9][CH2:10][C:11]([OH:13])=[O:12])[CH:7]=1.Cl.[CH2:17](O)[CH3:18], predict the reaction product. The product is: [CH2:17]([O:12][C:11](=[O:13])[CH2:10][CH2:9][C:8]([C:6]1[CH:7]=[C:2]([Cl:1])[CH:3]=[CH:4][C:5]=1[OH:15])=[O:14])[CH3:18]. (3) The product is: [CH3:20][C:21]1([CH3:37])[C:25]([CH3:27])([CH3:26])[O:24][B:23]([C:2]2[CH:3]=[CH:4][C:5]3[C:6]4[CH:14]=[N:13][NH:12][C:7]=4[N:8]=[CH:9][C:10]=3[CH:11]=2)[O:22]1. Given the reactants Br[C:2]1[CH:3]=[CH:4][C:5]2[C:6]3[CH:14]=[N:13][NH:12][C:7]=3[N:8]=[CH:9][C:10]=2[CH:11]=1.C([O-])(=O)C.[K+].[CH3:20][C:21]1([CH3:37])[C:25]([CH3:27])([CH3:26])[O:24][B:23]([B:23]2[O:24][C:25]([CH3:27])([CH3:26])[C:21]([CH3:37])([CH3:20])[O:22]2)[O:22]1, predict the reaction product. (4) Given the reactants [Cl-].O[NH3+:3].[C:4](=[O:7])([O-])[OH:5].[Na+].CS(C)=O.[OH:13][C@@H:14]([CH3:52])[C@H:15]([O:17][C:18]1[CH:23]=[CH:22][C:21]([N:24]2[C:29](=[O:30])[C:28]([CH2:31][C:32]3[CH:37]=[CH:36][C:35]([C:38]4[C:39]([C:44]#[N:45])=[CH:40][CH:41]=[CH:42][CH:43]=4)=[CH:34][CH:33]=3)=[C:27]([CH2:46][CH2:47][CH3:48])[N:26]3[N:49]=[CH:50][CH:51]=[C:25]23)=[CH:20][CH:19]=1)[CH3:16], predict the reaction product. The product is: [OH:13][C@@H:14]([CH3:52])[C@H:15]([O:17][C:18]1[CH:23]=[CH:22][C:21]([N:24]2[C:29](=[O:30])[C:28]([CH2:31][C:32]3[CH:37]=[CH:36][C:35]([C:38]4[CH:43]=[CH:42][CH:41]=[CH:40][C:39]=4[C:44]4[NH:3][C:4](=[O:7])[O:5][N:45]=4)=[CH:34][CH:33]=3)=[C:27]([CH2:46][CH2:47][CH3:48])[N:26]3[N:49]=[CH:50][CH:51]=[C:25]23)=[CH:20][CH:19]=1)[CH3:16]. (5) Given the reactants C(OC([N:8]1[CH2:13][CH2:12][CH2:11][CH:10]([C:14]2[S:15][CH:16]=[C:17]([CH2:19][O:20][C:21]3[CH:26]=[CH:25][C:24]([N:27]4[CH:31]=[N:30][N:29]=[N:28]4)=[CH:23][CH:22]=3)[N:18]=2)[CH2:9]1)=O)(C)(C)C.[ClH:32], predict the reaction product. The product is: [N:27]1([C:24]2[CH:23]=[CH:22][C:21]([O:20][CH2:19][C:17]3[N:18]=[C:14]([CH:10]4[CH2:11][CH2:12][CH2:13][NH:8][CH2:9]4)[S:15][CH:16]=3)=[CH:26][CH:25]=2)[CH:31]=[N:30][N:29]=[N:28]1.[ClH:32]. (6) Given the reactants [N:1]1[C:10]2[C:5](=[CH:6][C:7]([CH2:11][N:12]3[C:16]4=[N:17][C:18]([C:21](=O)[CH3:22])=[CH:19][N:20]=[C:15]4[N:14]=[N:13]3)=[CH:8][CH:9]=2)[CH:4]=[CH:3][CH:2]=1.[NH2:24][N:25]1[CH2:29][CH2:28][O:27][C:26]1=[O:30], predict the reaction product. The product is: [N:1]1[C:10]2[C:5](=[CH:6][C:7]([CH2:11][N:12]3[C:16]4=[N:17][C:18](/[C:21](=[N:24]/[N:25]5[CH2:29][CH2:28][O:27][C:26]5=[O:30])/[CH3:22])=[CH:19][N:20]=[C:15]4[N:14]=[N:13]3)=[CH:8][CH:9]=2)[CH:4]=[CH:3][CH:2]=1. (7) Given the reactants [CH3:1][C:2]1[CH:7]=[C:6]([CH3:8])[NH:5][C:4](=[O:9])[C:3]=1[CH2:10][NH:11][C:12]([C:14]1[CH:15]=[C:16]([C:30]2[CH:35]=[CH:34][C:33]([CH2:36][N:37]3[CH2:42][CH2:41][O:40][CH2:39][CH2:38]3)=[CH:32][CH:31]=2)[CH:17]=[C:18]([N:21]([CH2:28][CH3:29])[CH:22]2[CH2:27][CH2:26][O:25][CH2:24][CH2:23]2)[C:19]=1[CH3:20])=[O:13].[ClH:43], predict the reaction product. The product is: [Cl-:43].[CH3:1][C:2]1[CH:7]=[C:6]([CH3:8])[NH:5][C:4](=[O:9])[C:3]=1[CH2:10][NH:11][C:12]([C:14]1[CH:15]=[C:16]([C:30]2[CH:35]=[CH:34][C:33]([CH2:36][NH+:37]3[CH2:38][CH2:39][O:40][CH2:41][CH2:42]3)=[CH:32][CH:31]=2)[CH:17]=[C:18]([N:21]([CH2:28][CH3:29])[CH:22]2[CH2:23][CH2:24][O:25][CH2:26][CH2:27]2)[C:19]=1[CH3:20])=[O:13]. (8) The product is: [F:1][C:2]1[CH:7]=[C:6]([N+:8]([O-:10])=[O:9])[C:5]([F:11])=[CH:4][C:3]=1[O:14][CH3:13]. Given the reactants [F:1][C:2]1[CH:7]=[C:6]([N+:8]([O-:10])=[O:9])[C:5]([F:11])=[CH:4][C:3]=1F.[CH3:13][O-:14].[Na+], predict the reaction product. (9) Given the reactants [NH2:1][C:2]1[CH:6]=[C:5]([C:7]2[CH:12]=[CH:11][CH:10]=[C:9]([O:13]C)[CH:8]=2)[S:4][C:3]=1[C:15]([NH2:17])=[O:16].C[Si]([N:22]=[C:23]=[O:24])(C)C.CN(C)C=O, predict the reaction product. The product is: [NH2:22][C:23]([NH:1][C:2]1[CH:6]=[C:5]([C:7]2[CH:12]=[CH:11][CH:10]=[C:9]([OH:13])[CH:8]=2)[S:4][C:3]=1[C:15]([NH2:17])=[O:16])=[O:24].